The task is: Predict the product of the given reaction.. This data is from Forward reaction prediction with 1.9M reactions from USPTO patents (1976-2016). Given the reactants [O:1]=[C:2]1[NH:8][C:7]2[CH:9]=[C:10]([C:13](OC)=[O:14])[CH:11]=[N:12][C:6]=2[N:5]2[CH2:17][CH2:18][CH2:19][CH:4]2[CH2:3]1.[H-].[Na+].[H-].[Li+].[Al+3].[H-].[H-].[H-].[C@H](O)(C([O-])=O)[C@@H](O)C([O-])=O.[Na+].[K+], predict the reaction product. The product is: [OH:14][CH2:13][C:10]1[CH:11]=[N:12][C:6]2[N:5]3[CH2:17][CH2:18][CH2:19][CH:4]3[CH2:3][C:2](=[O:1])[NH:8][C:7]=2[CH:9]=1.